Task: Regression. Given two drug SMILES strings and cell line genomic features, predict the synergy score measuring deviation from expected non-interaction effect.. Dataset: NCI-60 drug combinations with 297,098 pairs across 59 cell lines (1) Cell line: A549. Synergy scores: CSS=29.4, Synergy_ZIP=-5.63, Synergy_Bliss=-2.07, Synergy_Loewe=-0.800, Synergy_HSA=-0.261. Drug 2: C1=C(C(=O)NC(=O)N1)N(CCCl)CCCl. Drug 1: C1CC(=O)NC(=O)C1N2CC3=C(C2=O)C=CC=C3N. (2) Drug 1: CCC1(CC2CC(C3=C(CCN(C2)C1)C4=CC=CC=C4N3)(C5=C(C=C6C(=C5)C78CCN9C7C(C=CC9)(C(C(C8N6C=O)(C(=O)OC)O)OC(=O)C)CC)OC)C(=O)OC)O.OS(=O)(=O)O. Drug 2: COC1=NC(=NC2=C1N=CN2C3C(C(C(O3)CO)O)O)N. Cell line: NCI-H226. Synergy scores: CSS=12.1, Synergy_ZIP=-3.88, Synergy_Bliss=2.77, Synergy_Loewe=3.36, Synergy_HSA=3.48.